This data is from Merck oncology drug combination screen with 23,052 pairs across 39 cell lines. The task is: Regression. Given two drug SMILES strings and cell line genomic features, predict the synergy score measuring deviation from expected non-interaction effect. (1) Cell line: KPL1. Drug 2: CS(=O)(=O)CCNCc1ccc(-c2ccc3ncnc(Nc4ccc(OCc5cccc(F)c5)c(Cl)c4)c3c2)o1. Synergy scores: synergy=14.7. Drug 1: CCN(CC)CCNC(=O)c1c(C)[nH]c(C=C2C(=O)Nc3ccc(F)cc32)c1C. (2) Drug 1: C=CCn1c(=O)c2cnc(Nc3ccc(N4CCN(C)CC4)cc3)nc2n1-c1cccc(C(C)(C)O)n1. Drug 2: CCc1cnn2c(NCc3ccc[n+]([O-])c3)cc(N3CCCCC3CCO)nc12. Cell line: MSTO. Synergy scores: synergy=-6.22.